From a dataset of NCI-60 drug combinations with 297,098 pairs across 59 cell lines. Regression. Given two drug SMILES strings and cell line genomic features, predict the synergy score measuring deviation from expected non-interaction effect. (1) Drug 1: CC1C(C(CC(O1)OC2CC(CC3=C2C(=C4C(=C3O)C(=O)C5=C(C4=O)C(=CC=C5)OC)O)(C(=O)CO)O)N)O.Cl. Drug 2: CS(=O)(=O)OCCCCOS(=O)(=O)C. Cell line: ACHN. Synergy scores: CSS=16.8, Synergy_ZIP=-2.66, Synergy_Bliss=1.82, Synergy_Loewe=2.77, Synergy_HSA=2.68. (2) Cell line: NCI-H322M. Drug 2: CN1CCC(CC1)COC2=C(C=C3C(=C2)N=CN=C3NC4=C(C=C(C=C4)Br)F)OC. Synergy scores: CSS=39.5, Synergy_ZIP=-0.535, Synergy_Bliss=-1.77, Synergy_Loewe=-14.3, Synergy_HSA=-2.44. Drug 1: CC12CCC(CC1=CCC3C2CCC4(C3CC=C4C5=CN=CC=C5)C)O. (3) Drug 2: CN(CCCl)CCCl.Cl. Drug 1: C1=CC(=C2C(=C1NCCNCCO)C(=O)C3=C(C=CC(=C3C2=O)O)O)NCCNCCO. Synergy scores: CSS=41.8, Synergy_ZIP=0.941, Synergy_Bliss=-1.35, Synergy_Loewe=-19.0, Synergy_HSA=-1.59. Cell line: OVCAR-8. (4) Drug 1: CN(C)N=NC1=C(NC=N1)C(=O)N. Drug 2: CN(CCCl)CCCl.Cl. Cell line: RXF 393. Synergy scores: CSS=3.64, Synergy_ZIP=-3.84, Synergy_Bliss=-6.27, Synergy_Loewe=-35.2, Synergy_HSA=-5.57. (5) Drug 1: C1CN1C2=NC(=NC(=N2)N3CC3)N4CC4. Drug 2: CS(=O)(=O)OCCCCOS(=O)(=O)C. Cell line: MDA-MB-231. Synergy scores: CSS=24.8, Synergy_ZIP=-3.26, Synergy_Bliss=-1.24, Synergy_Loewe=-15.9, Synergy_HSA=-0.219. (6) Drug 1: C1=CC(=CC=C1CCCC(=O)O)N(CCCl)CCCl. Drug 2: CC1=C2C(C(=O)C3(C(CC4C(C3C(C(C2(C)C)(CC1OC(=O)C(C(C5=CC=CC=C5)NC(=O)OC(C)(C)C)O)O)OC(=O)C6=CC=CC=C6)(CO4)OC(=O)C)O)C)O. Synergy scores: CSS=23.5, Synergy_ZIP=-13.6, Synergy_Bliss=-4.65, Synergy_Loewe=-5.75, Synergy_HSA=-1.35. Cell line: SNB-19.